This data is from Forward reaction prediction with 1.9M reactions from USPTO patents (1976-2016). The task is: Predict the product of the given reaction. (1) Given the reactants Br[C:2]1[N:3]=[C:4]([C@@H:12]2[CH2:16][CH2:15][CH2:14][N:13]2[C:17](=[O:20])[CH:18]=[CH2:19])[N:5]2[CH:10]=[CH:9][N:8]=[C:7]([CH3:11])[C:6]=12.CC1(C)C(C)(C)OB([C:29]2[CH:47]=[CH:46][C:32]([C:33]([NH:35][C:36]3[CH:41]=[C:40]([C:42]([F:45])([F:44])[F:43])[CH:39]=[CH:38][N:37]=3)=[O:34])=[CH:31][CH:30]=2)O1, predict the reaction product. The product is: [C:17]([N:13]1[CH2:14][CH2:15][CH2:16][C@H:12]1[C:4]1[N:5]2[CH:10]=[CH:9][N:8]=[C:7]([CH3:11])[C:6]2=[C:2]([C:29]2[CH:47]=[CH:46][C:32]([C:33]([NH:35][C:36]3[CH:41]=[C:40]([C:42]([F:43])([F:44])[F:45])[CH:39]=[CH:38][N:37]=3)=[O:34])=[CH:31][CH:30]=2)[N:3]=1)(=[O:20])[CH:18]=[CH2:19]. (2) Given the reactants [C:1]([C:5]1[N:10]=[CH:9][C:8]([C:11]2[N:12]([C:32](Cl)=[O:33])[C@@:13]([C:25]3[CH:30]=[CH:29][C:28]([Cl:31])=[CH:27][CH:26]=3)([CH3:24])[C@@:14]([C:17]3[CH:22]=[CH:21][C:20]([Cl:23])=[CH:19][CH:18]=3)([CH3:16])[N:15]=2)=[C:7]([O:35][CH2:36][CH3:37])[CH:6]=1)([CH3:4])([CH3:3])[CH3:2].[NH:38]1[CH2:44][CH2:43][CH2:42][NH:41][C:40]2[CH:45]=[CH:46][CH:47]=[CH:48][C:39]1=2, predict the reaction product. The product is: [C:1]([C:5]1[N:10]=[CH:9][C:8]([C:11]2[N:12]([C:32]([N:38]3[CH2:44][CH2:43][CH2:42][NH:41][C:40]4[CH:45]=[CH:46][CH:47]=[CH:48][C:39]3=4)=[O:33])[C@@:13]([C:25]3[CH:30]=[CH:29][C:28]([Cl:31])=[CH:27][CH:26]=3)([CH3:24])[C@@:14]([C:17]3[CH:22]=[CH:21][C:20]([Cl:23])=[CH:19][CH:18]=3)([CH3:16])[N:15]=2)=[C:7]([O:35][CH2:36][CH3:37])[CH:6]=1)([CH3:4])([CH3:2])[CH3:3]. (3) The product is: [Cl:1][C:2]1[C:16]([C:17]2[NH:21][C:20](=[O:22])[N:19]([C:23]3[CH:24]=[CH:25][C:26]([Cl:29])=[CH:27][CH:28]=3)[N:18]=2)=[CH:15][C:5]([CH2:6][NH:7][C:8](=[O:14])[C:9]([CH3:13])([CH3:12])[CH2:10][F:37])=[C:4]([F:30])[CH:3]=1. Given the reactants [Cl:1][C:2]1[C:16]([C:17]2[NH:21][C:20](=[O:22])[N:19]([C:23]3[CH:28]=[CH:27][C:26]([Cl:29])=[CH:25][CH:24]=3)[N:18]=2)=[CH:15][C:5]([CH2:6][NH:7][C:8](=[O:14])[C:9]([CH3:13])([CH3:12])[CH2:10]O)=[C:4]([F:30])[CH:3]=1.CCN(S(F)(F)[F:37])CC, predict the reaction product. (4) Given the reactants [CH3:1][C:2]1[N:6]([CH2:7][C:8]([N:10]2[CH2:15][CH2:14][CH:13]([N:16]3[N:20]=[C:19]([C:21]([OH:23])=O)[CH:18]=[N:17]3)[CH2:12][CH2:11]2)=[O:9])[N:5]=[C:4]([C:24]([F:27])([F:26])[F:25])[CH:3]=1.C(Cl)(=O)C(Cl)=O.[CH3:34][NH:35][C@H:36]1[C:45]2[C:40](=[CH:41][CH:42]=[CH:43][CH:44]=2)[CH2:39][CH2:38][CH2:37]1.C(N(CC)CC)C, predict the reaction product. The product is: [CH3:34][N:35]([C@H:36]1[C:45]2[C:40](=[CH:41][CH:42]=[CH:43][CH:44]=2)[CH2:39][CH2:38][CH2:37]1)[C:21]([C:19]1[CH:18]=[N:17][N:16]([CH:13]2[CH2:12][CH2:11][N:10]([C:8](=[O:9])[CH2:7][N:6]3[C:2]([CH3:1])=[CH:3][C:4]([C:24]([F:26])([F:25])[F:27])=[N:5]3)[CH2:15][CH2:14]2)[N:20]=1)=[O:23]. (5) Given the reactants [NH2:1][C@@H:2]1[CH2:7][CH2:6][C@H:5]([N:8]2[C:12]3[CH:13]=[CH:14][C:15]([Cl:17])=[CH:16][C:11]=3[N:10]=[C:9]2[C:18]([OH:21])([CH3:20])[CH3:19])[CH2:4][CH2:3]1.[F:22][C:23]([F:36])([F:35])[C:24]1[CH:25]=[C:26]2[C:30](=[CH:31][CH:32]=1)[CH2:29][CH:28]([CH:33]=O)[CH2:27]2, predict the reaction product. The product is: [Cl:17][C:15]1[CH:14]=[CH:13][C:12]2[N:8]([C@H:5]3[CH2:4][CH2:3][C@@H:2]([NH:1][CH2:33][CH:28]4[CH2:27][C:26]5[C:30](=[CH:31][CH:32]=[C:24]([C:23]([F:22])([F:35])[F:36])[CH:25]=5)[CH2:29]4)[CH2:7][CH2:6]3)[C:9]([C:18]([OH:21])([CH3:19])[CH3:20])=[N:10][C:11]=2[CH:16]=1. (6) Given the reactants Cl.[NH2:2][C@@H:3]([CH2:11][CH:12]([CH3:14])[CH3:13])[C:4]([O:6][C:7]([CH3:10])([CH3:9])[CH3:8])=[O:5].[CH:15](=O)[C:16]([CH3:19])([CH3:18])[CH3:17].C(O)(=O)C.C([BH3-])#N, predict the reaction product. The product is: [CH3:13][CH:12]([CH3:14])[CH2:11][C@H:3]([NH:2][CH2:15][C:16]([CH3:19])([CH3:18])[CH3:17])[C:4]([O:6][C:7]([CH3:8])([CH3:9])[CH3:10])=[O:5]. (7) Given the reactants [OH:1][C:2]1[CH:7]=[CH:6][C:5]([C:8]([C:11]2[CH:22]=[CH:21][C:14]([O:15][CH2:16][C@H:17]([OH:20])[CH2:18][OH:19])=[CH:13][CH:12]=2)([CH3:10])[CH3:9])=[CH:4][CH:3]=1.C(=O)([O-])[O-].[Cs+].[Cs+].CC1C=CC(S(O[CH2:40][C@@H:41]2[O:43][CH2:42]2)(=O)=O)=CC=1, predict the reaction product. The product is: [O:43]1[CH2:42][C@@H:41]1[CH2:40][O:1][C:2]1[CH:3]=[CH:4][C:5]([C:8]([C:11]2[CH:12]=[CH:13][C:14]([O:15][CH2:16][C@H:17]([OH:20])[CH2:18][OH:19])=[CH:21][CH:22]=2)([CH3:9])[CH3:10])=[CH:6][CH:7]=1.